From a dataset of Full USPTO retrosynthesis dataset with 1.9M reactions from patents (1976-2016). Predict the reactants needed to synthesize the given product. (1) Given the product [NH:15]1[C:13]2[C:8](=[CH:9][CH:10]=[CH:11][CH:12]=2)[CH:7]=[N:14]1, predict the reactants needed to synthesize it. The reactants are: S([O-])(=O)(=O)C.Cl.[CH2:7]([NH:14][NH2:15])[C:8]1[CH:13]=[CH:12][CH:11]=[CH:10][CH:9]=1.C([O-])(=O)C.[Na+]. (2) Given the product [C:26]([C:24]1[C:23]([OH:28])=[CH:22][C:21]([OH:36])=[C:20]([CH2:19][CH2:18][CH2:17][O:16][CH2:15][CH2:14][CH2:13][O:12][CH2:11][CH2:10][CH2:9][C:7]2[CH:8]=[C:3]([C:1]#[N:2])[C:4]([OH:52])=[CH:5][C:6]=2[OH:44])[CH:25]=1)#[N:27], predict the reactants needed to synthesize it. The reactants are: [C:1]([C:3]1[C:4]([O:52]CC2C=CC=CC=2)=[CH:5][C:6]([O:44]CC2C=CC=CC=2)=[C:7]([CH2:9][CH2:10][CH2:11][O:12][CH2:13][CH2:14][CH2:15][O:16][CH2:17][CH2:18][CH2:19][C:20]2[CH:25]=[C:24]([C:26]#[N:27])[C:23]([O:28]CC3C=CC=CC=3)=[CH:22][C:21]=2[O:36]CC2C=CC=CC=2)[CH:8]=1)#[N:2]. (3) Given the product [Cl:1][C:2]1[C:10]2[O:9][C:8]([C:11]3[CH:12]=[CH:13][C:14]([OH:17])=[CH:15][CH:16]=3)=[C:7]([C:19]3[CH:23]=[CH:22][O:21][C:20]=3[C:24]#[N:25])[C:6]=2[CH:5]=[C:4]([OH:26])[CH:3]=1, predict the reactants needed to synthesize it. The reactants are: [Cl:1][C:2]1[C:10]2[O:9][C:8]([C:11]3[CH:16]=[CH:15][C:14]([O:17]C)=[CH:13][CH:12]=3)=[C:7]([C:19]3[CH:23]=[CH:22][O:21][C:20]=3[C:24]#[N:25])[C:6]=2[CH:5]=[C:4]([O:26]C)[CH:3]=1.B(Br)(Br)Br. (4) Given the product [Br:1][C:2]1[CH:7]=[CH:6][C:5]([N+:8]([O-:10])=[O:9])=[C:4]([CH2:11][CH:15]([C:14]2[C:17]([F:21])=[CH:18][CH:19]=[CH:20][C:13]=2[Cl:12])[OH:16])[CH:3]=1, predict the reactants needed to synthesize it. The reactants are: [Br:1][C:2]1[CH:7]=[CH:6][C:5]([N+:8]([O-:10])=[O:9])=[C:4]([CH3:11])[CH:3]=1.[Cl:12][C:13]1[CH:20]=[CH:19][CH:18]=[C:17]([F:21])[C:14]=1[CH:15]=[O:16].C1CCN2C(=NCCC2)CC1. (5) Given the product [Br:1][C:2]1[C:3](=[O:30])[NH:4][C:5]([CH3:18])=[CH:6][C:7]=1[O:8][CH2:9][C:10]1[CH:17]=[CH:16][CH:15]=[CH:14][C:11]=1[C:12]#[N:13], predict the reactants needed to synthesize it. The reactants are: [Br:1][C:2]1[C:3](=[O:30])[N:4](CC2C=CC(OC)=CC=2OC)[C:5]([CH3:18])=[CH:6][C:7]=1[O:8][CH2:9][C:10]1[CH:17]=[CH:16][CH:15]=[CH:14][C:11]=1[C:12]#[N:13]. (6) Given the product [IH:19].[Cl:1][C:2]1[CH:3]=[C:4]([C@H:9]2[C:18]3[C:13](=[CH:14][C:15]([C:26]#[C:25][CH2:24][CH2:23][CH2:22][OH:27])=[CH:16][CH:17]=3)[C@@H:12]([NH:20][CH3:21])[CH2:11][CH2:10]2)[CH:5]=[CH:6][C:7]=1[Cl:8], predict the reactants needed to synthesize it. The reactants are: [Cl:1][C:2]1[CH:3]=[C:4]([C@H:9]2[C:18]3[C:13](=[CH:14][C:15]([I:19])=[CH:16][CH:17]=3)[C@@H:12]([NH:20][CH3:21])[CH2:11][CH2:10]2)[CH:5]=[CH:6][C:7]=1[Cl:8].[CH2:22]([OH:27])[CH2:23][CH2:24][C:25]#[CH:26].C(NCC)C.